This data is from Reaction yield outcomes from USPTO patents with 853,638 reactions. The task is: Predict the reaction yield, written as a fraction of the theoretical maximum amount of product (1.0 means a 100% yield; for example, 0.34 means a 34% yield). (1) The reactants are [CH3:1][O:2][C:3]([C:5]1[CH:10]=[CH:9][C:8]([C:11]2[C:12]([CH3:49])([CH3:48])[C@H:13]3[C@:26]([CH3:29])([CH2:27][CH:28]=2)[C@@H:25]2[C@:16]([CH3:47])([C@@:17]4([CH3:46])[C@H:22]([CH2:23][CH2:24]2)[C@H:21]2[C@H:30]([C:33]([CH3:35])=[CH2:34])[CH2:31][CH2:32][C@:20]2([C:36]([O:38]CC2C=CC=CC=2)=[O:37])[CH2:19][CH2:18]4)[CH2:15][CH2:14]3)=[CH:7][CH:6]=1)=[O:4].C(N(CC)CC)C.[C:57]([SiH:61]([CH3:63])[CH3:62])([CH3:60])([CH3:59])[CH3:58]. The catalyst is ClC(Cl)C.C([O-])(=O)C.[Pd+2].C([O-])(=O)C. The product is [CH3:1][O:2][C:3]([C:5]1[CH:10]=[CH:9][C:8]([C:11]2[C:12]([CH3:49])([CH3:48])[C@H:13]3[C@:26]([CH3:29])([CH2:27][CH:28]=2)[C@@H:25]2[C@:16]([CH3:47])([C@@:17]4([CH3:46])[C@H:22]([CH2:23][CH2:24]2)[C@H:21]2[C@H:30]([C:33]([CH3:35])=[CH2:34])[CH2:31][CH2:32][C@:20]2([C:36]([O:38][Si:61]([C:57]([CH3:60])([CH3:59])[CH3:58])([CH3:63])[CH3:62])=[O:37])[CH2:19][CH2:18]4)[CH2:15][CH2:14]3)=[CH:7][CH:6]=1)=[O:4]. The yield is 0.910. (2) The reactants are [NH2:1][CH2:2][CH:3]1[CH2:8][CH2:7][N:6]([CH3:9])[CH2:5][CH2:4]1.[CH2:10]([S:12]([C:15]1[CH:16]=[C:17]([C:21]2[C:26]3[C:27]4[CH:33]=[C:32]([CH3:34])[CH:31]=[N:30][C:28]=4[NH:29][C:25]=3[C:24](NCCCN(C)C)=[N:23][CH:22]=2)[CH:18]=[CH:19][CH:20]=1)(=[O:14])=[O:13])[CH3:11]. No catalyst specified. The product is [CH2:10]([S:12]([C:15]1[CH:16]=[C:17]([C:21]2[C:26]3[C:27]4[CH:33]=[C:32]([CH3:34])[CH:31]=[N:30][C:28]=4[NH:29][C:25]=3[C:24]([NH:1][CH2:2][CH:3]3[CH2:8][CH2:7][N:6]([CH3:9])[CH2:5][CH2:4]3)=[N:23][CH:22]=2)[CH:18]=[CH:19][CH:20]=1)(=[O:13])=[O:14])[CH3:11]. The yield is 0.550. (3) The reactants are CO[CH2:3][C:4]1[CH:5]=[C:6]([N:10]([CH2:18][C:19]2[CH:24]=[CH:23][CH:22]=[C:21]([O:25][C:26]([F:31])([F:30])[CH:27]([F:29])[F:28])[CH:20]=2)[CH2:11][CH:12]([OH:17])[C:13]([F:16])([F:15])[F:14])[CH:7]=[CH:8][CH:9]=1.B(Br)(Br)[Br:33].COC. The catalyst is ClCCl. The product is [Br:33][CH2:3][C:4]1[CH:5]=[C:6]([N:10]([CH2:18][C:19]2[CH:24]=[CH:23][CH:22]=[C:21]([O:25][C:26]([F:31])([F:30])[CH:27]([F:29])[F:28])[CH:20]=2)[CH2:11][CH:12]([OH:17])[C:13]([F:16])([F:15])[F:14])[CH:7]=[CH:8][CH:9]=1. The yield is 0.590. (4) The reactants are Br[C:2]1[CH:3]=[C:4]2[C:10]([C:11]([C:13]3[CH:14]=[C:15]([NH:20][C:21]([NH:23][CH2:24][CH2:25][CH2:26][CH3:27])=[O:22])[CH:16]=[CH:17][C:18]=3[F:19])=[O:12])=[CH:9][NH:8][C:5]2=[N:6][CH:7]=1.[N:28]1[CH:33]=[CH:32][CH:31]=[C:30](B(O)O)[CH:29]=1.C(#N)C. The catalyst is C(=O)([O-])[O-].[K+].[K+].O.C1C=CC([P]([Pd]([P](C2C=CC=CC=2)(C2C=CC=CC=2)C2C=CC=CC=2)([P](C2C=CC=CC=2)(C2C=CC=CC=2)C2C=CC=CC=2)[P](C2C=CC=CC=2)(C2C=CC=CC=2)C2C=CC=CC=2)(C2C=CC=CC=2)C2C=CC=CC=2)=CC=1. The product is [CH2:24]([NH:23][C:21]([NH:20][C:15]1[CH:16]=[CH:17][C:18]([F:19])=[C:13]([C:11]([C:10]2[C:4]3[C:5](=[N:6][CH:7]=[C:2]([C:30]4[CH:29]=[N:28][CH:33]=[CH:32][CH:31]=4)[CH:3]=3)[NH:8][CH:9]=2)=[O:12])[CH:14]=1)=[O:22])[CH2:25][CH2:26][CH3:27]. The yield is 0.610. (5) The catalyst is [OH-].[Na+]. The product is [O:9]1[C:4]2[C:5](=[CH:6][CH:1]=[CH:2][CH:3]=2)[CH:7]=[C:11]([C:10]#[N:13])[CH2:12]1. The reactants are [CH:1]1[CH:6]=[C:5]([CH:7]=O)[C:4]([OH:9])=[CH:3][CH:2]=1.[C:10](#[N:13])[CH:11]=[CH2:12].C1N2CCN(CC2)C1. The yield is 0.550. (6) The reactants are [CH:1]1([N:6]2[C:10]3[N:11]=[C:12]([NH:15][C:16]4[CH:25]=[CH:24][C:23]5[CH2:22][NH:21][CH2:20][CH2:19][C:18]=5[N:17]=4)[N:13]=[CH:14][C:9]=3[C:8]3[CH:26]=[CH:27][N:28]=[CH:29][C:7]2=3)[CH2:5][CH2:4][CH2:3][CH2:2]1.[OH:30][CH2:31][C:32](O)=[O:33].C(Cl)CCl.ON1C2C=CC=CC=2N=N1.C(N(CC)C(C)C)(C)C. The catalyst is CN(C=O)C. The product is [CH:1]1([N:6]2[C:10]3[N:11]=[C:12]([NH:15][C:16]4[CH:25]=[CH:24][C:23]5[CH2:22][N:21]([C:31](=[O:30])[CH2:32][OH:33])[CH2:20][CH2:19][C:18]=5[N:17]=4)[N:13]=[CH:14][C:9]=3[C:8]3[CH:26]=[CH:27][N:28]=[CH:29][C:7]2=3)[CH2:2][CH2:3][CH2:4][CH2:5]1. The yield is 0.700. (7) The reactants are [CH:1]([C:4]1[C:12]([CH:13]=O)=[C:7]2[CH:8]=[CH:9][CH:10]=[CH:11][N:6]2[N:5]=1)([CH3:3])[CH3:2].Cl.[NH2:16][NH:17][C:18]([NH2:20])=[O:19].C(N(CC)CC)C. The catalyst is CO. The product is [CH:1]([C:4]1[C:12](/[CH:13]=[N:16]/[NH:17][C:18]([NH2:20])=[O:19])=[C:7]2[CH:8]=[CH:9][CH:10]=[CH:11][N:6]2[N:5]=1)([CH3:2])[CH3:3]. The yield is 0.700. (8) The reactants are [Cl:1]C1C=CC=C(C(OO)=[O:9])C=1.[Cl:12][C:13]1[CH:36]=[CH:35][C:16]([NH:17][C:18]2[C:27]3[C:22](=[CH:23][C:24]([S:30][CH2:31][CH2:32][O:33][CH3:34])=[C:25]([O:28][CH3:29])[CH:26]=3)[N:21]=[CH:20][N:19]=2)=[C:15]([F:37])[CH:14]=1. The catalyst is C(Cl)Cl. The product is [ClH:1].[Cl:12][C:13]1[CH:36]=[CH:35][C:16]([NH:17][C:18]2[C:27]3[C:22](=[CH:23][C:24]([S:30]([CH2:31][CH2:32][O:33][CH3:34])=[O:9])=[C:25]([O:28][CH3:29])[CH:26]=3)[N:21]=[CH:20][N:19]=2)=[C:15]([F:37])[CH:14]=1. The yield is 0.380. (9) The reactants are [Br:1][C:2]1[CH:24]=[CH:23][C:5]([C:6]([C:8]2[CH:13]=[C:12]([Cl:14])[CH:11]=[CH:10][C:9]=2[NH:15]C(=O)OC(C)(C)C)=[O:7])=[CH:4][CH:3]=1.Cl.CO. The catalyst is CO. The product is [NH2:15][C:9]1[CH:10]=[CH:11][C:12]([Cl:14])=[CH:13][C:8]=1[C:6]([C:5]1[CH:23]=[CH:24][C:2]([Br:1])=[CH:3][CH:4]=1)=[O:7]. The yield is 0.980.